The task is: Predict the reactants needed to synthesize the given product.. This data is from Full USPTO retrosynthesis dataset with 1.9M reactions from patents (1976-2016). (1) Given the product [CH2:54]([O:53][C:40]1[CH:39]=[CH:38][C:37]([C:34](=[O:36])[CH2:35][Br:1])=[CH:52][C:41]=1[C:42]([O:44][CH2:45][C:46]1[CH:51]=[CH:50][CH:49]=[CH:48][CH:47]=1)=[O:43])[C:55]1[CH:60]=[CH:59][CH:58]=[CH:57][CH:56]=1, predict the reactants needed to synthesize it. The reactants are: [Br-:1].[Br-].[Br-].C1([N+](C)(C)C)C=CC=CC=1.C1([N+](C)(C)C)C=CC=CC=1.C1([N+](C)(C)C)C=CC=CC=1.[C:34]([C:37]1[CH:38]=[CH:39][C:40]([O:53][CH2:54][C:55]2[CH:60]=[CH:59][CH:58]=[CH:57][CH:56]=2)=[C:41]([CH:52]=1)[C:42]([O:44][CH2:45][C:46]1[CH:51]=[CH:50][CH:49]=[CH:48][CH:47]=1)=[O:43])(=[O:36])[CH3:35]. (2) Given the product [Cl:1][C:2]1[CH:3]=[C:4]([C@@H:8]2[C@@H:9]([C:22]3[CH:27]=[CH:26][C:25]([Cl:28])=[CH:24][CH:23]=3)[N:10]([CH:15]([CH2:18][CH2:19][CH2:20][OH:21])[CH2:16][OH:17])[C:11](=[O:14])[CH2:12][CH2:13]2)[CH:5]=[CH:6][CH:7]=1, predict the reactants needed to synthesize it. The reactants are: [Cl:1][C:2]1[CH:3]=[C:4]([C@H:8]2[CH2:13][CH2:12][C:11](=[O:14])[N:10]([CH:15]([CH2:18][CH2:19][CH:20]=[O:21])[CH:16]=[O:17])[C@@H:9]2[C:22]2[CH:27]=[CH:26][C:25]([Cl:28])=[CH:24][CH:23]=2)[CH:5]=[CH:6][CH:7]=1.[BH4-].[Na+].